Dataset: Forward reaction prediction with 1.9M reactions from USPTO patents (1976-2016). Task: Predict the product of the given reaction. (1) Given the reactants [CH3:1][C:2]([S:28]([CH3:31])(=[O:30])=[O:29])([CH2:13][CH2:14][C:15]1[CH:20]=[CH:19][C:18]([S:21][C:22]2[CH:27]=[CH:26][CH:25]=[CH:24][CH:23]=2)=[CH:17][CH:16]=1)[C:3]([NH:5][O:6]C1CCCCO1)=[O:4].Cl.CO, predict the reaction product. The product is: [OH:6][NH:5][C:3](=[O:4])[C:2]([CH3:1])([S:28]([CH3:31])(=[O:30])=[O:29])[CH2:13][CH2:14][C:15]1[CH:16]=[CH:17][C:18]([S:21][C:22]2[CH:27]=[CH:26][CH:25]=[CH:24][CH:23]=2)=[CH:19][CH:20]=1. (2) Given the reactants P([O-])([O-])([O-])=O.[K+].[K+].[K+].Cl[C:10]1[CH:11]=[CH:12][C:13]2[N:19]3[CH2:20][C@H:16]([CH2:17][CH2:18]3)[N:15]([C:21]([NH:23][C:24]3[CH:29]=[N:28][CH:27]=[CH:26][N:25]=3)=[O:22])[C:14]=2[N:30]=1.[CH3:31][O:32][C:33]1[CH:38]=[C:37](B(O)O)[CH:36]=[C:35]([CH3:42])[N:34]=1.CC(C1C=C(C(C)C)C(C2C=CC=CC=2P(C2CCCCC2)C2CCCCC2)=C(C(C)C)C=1)C, predict the reaction product. The product is: [CH3:31][O:32][C:33]1[CH:38]=[C:37]([C:10]2[CH:11]=[CH:12][C:13]3[N:19]4[CH2:20][C@H:16]([CH2:17][CH2:18]4)[N:15]([C:21]([NH:23][C:24]4[CH:29]=[N:28][CH:27]=[CH:26][N:25]=4)=[O:22])[C:14]=3[N:30]=2)[CH:36]=[C:35]([CH3:42])[N:34]=1.